This data is from Reaction yield outcomes from USPTO patents with 853,638 reactions. The task is: Predict the reaction yield, written as a fraction of the theoretical maximum amount of product (1.0 means a 100% yield; for example, 0.34 means a 34% yield). (1) The reactants are CN1CCOCC1.[NH:8]([C:25]([O:27][C:28]([CH3:31])([CH3:30])[CH3:29])=[O:26])[C@H:9]([C:22](O)=[O:23])[CH2:10][C:11]1[CH:16]=[CH:15][C:14]([O:17][C:18]([CH3:21])([CH3:20])[CH3:19])=[CH:13][CH:12]=1.F[P-](F)(F)(F)(F)F.N1(O[P+](N(C)C)(N(C)C)N(C)C)C2C=CC=CC=2N=N1.[NH2:59][C@H:60]([C:68]([O:70][CH3:71])=[O:69])[CH2:61][CH2:62][CH2:63][NH:64][C:65](=[NH:67])[NH2:66]. The catalyst is CN(C=O)C. The product is [NH:8]([C:25]([O:27][C:28]([CH3:31])([CH3:30])[CH3:29])=[O:26])[C@H:9]([C:22]([NH:59][C@H:60]([C:68]([O:70][CH3:71])=[O:69])[CH2:61][CH2:62][CH2:63][NH:64][C:65](=[NH:66])[NH2:67])=[O:23])[CH2:10][C:11]1[CH:12]=[CH:13][C:14]([O:17][C:18]([CH3:21])([CH3:19])[CH3:20])=[CH:15][CH:16]=1. The yield is 1.00. (2) The reactants are [CH3:1][C:2](=CC)[C:3](Cl)=[O:4].[CH3:8][C:9]1[CH:14]2[C:15]([CH3:17])([CH3:16])[CH:12]([CH2:13]2)[CH2:11][CH:10]=1.[CH2:18](Cl)[CH2:19]Cl. The catalyst is [Cl-].[Zn+2].[Cl-]. The product is [C:15]([C:12]12[CH2:13][CH:14]([C:9]([CH3:8])=[CH:10][CH2:11]1)[C:3](=[O:4])[CH:2]([CH3:1])[CH:18]2[CH3:19])([CH3:16])=[CH2:17]. The yield is 0.0710. (3) The reactants are N1(S(N[C:9](=O)[C:10]2[CH:15]=C(Cl)C(OCC3(C(F)(F)F)CCCC3)=CC=2F)(=O)=O)CCC1.Cl[C:31]1[C:32]([O:45][CH2:46][C:47]2([C:50]([F:53])([F:52])[F:51])[CH2:49][CH2:48]2)=[CH:33][C:34]([F:44])=[C:35]([CH:43]=1)[C:36]([NH:38][S:39]([CH3:42])(=[O:41])=[O:40])=[O:37]. No catalyst specified. The product is [CH:15]1([C:31]2[C:32]([O:45][CH2:46][C:47]3([C:50]([F:53])([F:52])[F:51])[CH2:49][CH2:48]3)=[CH:33][C:34]([F:44])=[C:35]([CH:43]=2)[C:36]([NH:38][S:39]([CH3:42])(=[O:41])=[O:40])=[O:37])[CH2:10][CH2:9]1. The yield is 0.190. (4) The reactants are Cl.Cl.[NH2:3][C@H:4]([C:10]([OH:12])=[O:11])[CH2:5][CH2:6][CH2:7][CH2:8][NH2:9].[CH3:13][C:14]1[CH:19]=[CH:18][C:17]([S:20](Cl)(=[O:22])=[O:21])=[CH:16][CH:15]=1. The catalyst is C1COCC1.C([O-])([O-])=O.[K+].[K+]. The product is [CH3:13][C:14]1[CH:19]=[CH:18][C:17]([S:20]([NH:3][C@H:4]([C:10]([OH:12])=[O:11])[CH2:5][CH2:6][CH2:7][CH2:8][NH:9][S:20]([C:17]2[CH:18]=[CH:19][C:14]([CH3:13])=[CH:15][CH:16]=2)(=[O:22])=[O:21])(=[O:22])=[O:21])=[CH:16][CH:15]=1. The yield is 0.750. (5) The reactants are [F:1][C:2]([F:16])([F:15])[O:3][C:4]1[CH:12]=[C:11]([CH:13]=[CH2:14])[CH:10]=[CH:9][C:5]=1[C:6]([OH:8])=[O:7].Br[CH:18]([C:23]1[CH:28]=[C:27]([Cl:29])[C:26]([F:30])=[C:25]([Cl:31])[CH:24]=1)[C:19]([F:22])([F:21])[F:20].N1C=CC=CC=1C1C=CC=CN=1. The yield is 0.210. The catalyst is CN1CCCC1.O.Cl[Cu]. The product is [Cl:29][C:27]1[CH:28]=[C:23]([CH:18]([C:19]([F:22])([F:21])[F:20])/[CH:14]=[CH:13]/[C:11]2[CH:10]=[CH:9][C:5]([C:6]([OH:8])=[O:7])=[C:4]([O:3][C:2]([F:15])([F:16])[F:1])[CH:12]=2)[CH:24]=[C:25]([Cl:31])[C:26]=1[F:30]. (6) The yield is 0.740. No catalyst specified. The product is [N:10]1[C:9]2[CH:8]=[CH:7][S:6][C:5]=2[C:3](=[O:2])[NH:19][CH:11]=1. The reactants are C[O:2][C:3]([C:5]1[S:6][CH:7]=[CH:8][C:9]=1[NH:10][CH:11]=O)=O.C([O-])=O.[NH4+].C([NH2:19])=O. (7) The reactants are [CH2:1]([O:3][C:4]([C:6]1[C:15]2[C:10](=[CH:11][C:12]([O:17][CH3:18])=[C:13]([OH:16])[CH:14]=2)[C:9]([C:19](=[O:30])[C:20]2[CH:25]=[CH:24][CH:23]=[C:22]([O:26][CH:27]([CH3:29])[CH3:28])[CH:21]=2)=[N:8][CH:7]=1)=[O:5])[CH3:2].C(=O)([O-])[O-].[K+].[K+].[Br:37][CH2:38][CH2:39]Br.C(OCC)(=O)C.CCCCCC. The catalyst is CN(C)C=O. The product is [CH2:1]([O:3][C:4]([C:6]1[C:15]2[C:10](=[CH:11][C:12]([O:17][CH3:18])=[C:13]([O:16][CH2:39][CH2:38][Br:37])[CH:14]=2)[C:9]([C:19](=[O:30])[C:20]2[CH:25]=[CH:24][CH:23]=[C:22]([O:26][CH:27]([CH3:29])[CH3:28])[CH:21]=2)=[N:8][CH:7]=1)=[O:5])[CH3:2]. The yield is 0.750. (8) The reactants are C(OC([NH:8][C:9]1[CH:17]=[CH:16][C:15]([C:18]2[CH:19]=[C:20]3[C:26]([C:27]4[CH:32]=[CH:31][CH:30]=[CH:29][C:28]=4[O:33][CH3:34])=[N:25][N:24](COCC[Si](C)(C)C)[C:21]3=[N:22][CH:23]=2)=[CH:14][C:10]=1[C:11]([OH:13])=[O:12])=O)(C)(C)C.Cl(O)(=O)(=O)=O.SCC(O)=O. The catalyst is C(O)(=O)C.O. The product is [NH2:8][C:9]1[CH:17]=[CH:16][C:15]([C:18]2[CH:19]=[C:20]3[C:26]([C:27]4[CH:32]=[CH:31][CH:30]=[CH:29][C:28]=4[O:33][CH3:34])=[N:25][NH:24][C:21]3=[N:22][CH:23]=2)=[CH:14][C:10]=1[C:11]([OH:13])=[O:12]. The yield is 0.820.